Dataset: Forward reaction prediction with 1.9M reactions from USPTO patents (1976-2016). Task: Predict the product of the given reaction. Given the reactants [CH3:1][C:2]([CH3:12])([CH3:11])[C:3](=[O:10])[CH2:4][N:5]1[CH:9]=[N:8][CH:7]=[N:6]1.Br[CH2:14][CH2:15]/[CH:16]=[CH:17]/[C:18]1[CH:23]=[CH:22][C:21]([F:24])=[CH:20][CH:19]=1.[OH-].[K+], predict the reaction product. The product is: [F:24][C:21]1[CH:22]=[CH:23][C:18](/[CH:17]=[CH:16]/[CH2:15][CH2:14][CH:4]([N:5]2[CH:9]=[N:8][CH:7]=[N:6]2)[C:3](=[O:10])[C:2]([CH3:12])([CH3:11])[CH3:1])=[CH:19][CH:20]=1.